Dataset: Full USPTO retrosynthesis dataset with 1.9M reactions from patents (1976-2016). Task: Predict the reactants needed to synthesize the given product. (1) Given the product [CH2:1]([O:5][CH2:6][CH2:7][O:8][C:9]1[CH:10]=[CH:11][C:12]([C:15]2[CH:20]=[CH:19][C:18]([N:21]3[CH2:25][CH2:24][C:23]4([O:37][CH2:36][CH2:35][O:26]4)[CH2:22]3)=[C:17](/[CH:27]=[C:28](\[CH3:34])/[C:29]([O:31][CH2:32][CH3:33])=[O:30])[CH:16]=2)=[CH:13][CH:14]=1)[CH2:2][CH2:3][CH3:4], predict the reactants needed to synthesize it. The reactants are: [CH2:1]([O:5][CH2:6][CH2:7][O:8][C:9]1[CH:14]=[CH:13][C:12]([C:15]2[CH:20]=[CH:19][C:18]([N:21]3[CH2:25][CH2:24][C:23](=[O:26])[CH2:22]3)=[C:17](/[CH:27]=[C:28](\[CH3:34])/[C:29]([O:31][CH2:32][CH3:33])=[O:30])[CH:16]=2)=[CH:11][CH:10]=1)[CH2:2][CH2:3][CH3:4].[CH2:35](O)[CH2:36][OH:37].O.C1(C)C=CC(S(O)(=O)=O)=CC=1.C(=O)([O-])O.[Na+]. (2) The reactants are: [Cl:1][C:2]1[C:7]([N:8](C)[C:9](=O)C(C)(C)C)=[CH:6][CH:5]=[C:4]([C:16]2[S:17][C:18]3[CH:24]=[C:23]([O:25]C)[CH:22]=[CH:21][C:19]=3[N:20]=2)[N:3]=1. Given the product [Cl:1][C:2]1[N:3]=[C:4]([C:16]2[S:17][C:18]3[CH:24]=[C:23]([OH:25])[CH:22]=[CH:21][C:19]=3[N:20]=2)[CH:5]=[CH:6][C:7]=1[NH:8][CH3:9], predict the reactants needed to synthesize it.